Predict the product of the given reaction. From a dataset of Forward reaction prediction with 1.9M reactions from USPTO patents (1976-2016). Given the reactants [CH2:1]([C@@H:5]1[NH:10][CH2:9][C@H:8]([CH2:11][CH:12]([CH3:14])[CH3:13])[NH:7][C:6]1=[O:15])[CH:2]([CH3:4])[CH3:3].[CH3:16][O:17][C:18]1[CH:23]=[CH:22][C:21](/[CH:24]=[CH:25]/[C:26](O)=[O:27])=[CH:20][CH:19]=1.C([C@@H]1N(C([C@@H]2C[C@H]2C2C=CC=CC=2)=O)C[C@H](CC(C)C)NC1=O)C(C)C, predict the reaction product. The product is: [CH2:1]([C@@H:5]1[N:10]([C:26](=[O:27])/[CH:25]=[CH:24]/[C:21]2[CH:22]=[CH:23][C:18]([O:17][CH3:16])=[CH:19][CH:20]=2)[CH2:9][C@H:8]([CH2:11][CH:12]([CH3:14])[CH3:13])[NH:7][C:6]1=[O:15])[CH:2]([CH3:4])[CH3:3].